From a dataset of Full USPTO retrosynthesis dataset with 1.9M reactions from patents (1976-2016). Predict the reactants needed to synthesize the given product. (1) The reactants are: [OH-:1].[Na+:2].[CH3:3][C:4]1[CH:5]=[N:6][C:7]([CH2:13][S+:14]([O-:26])[C:15]2[NH:16][C:17]3[CH:18]=[CH:19][C:20]([O:24][CH3:25])=[CH:21][C:22]=3[N:23]=2)=[C:8]([CH3:12])[C:9]=1[O:10][CH3:11].C(Cl)Cl. Given the product [CH3:3][C:4]1[C:9]([O:10][CH3:11])=[C:8]([CH3:12])[C:7]([CH2:13][S:14]([C:15]2[N-:16][C:17]3[CH:18]=[CH:19][C:20]([O:24][CH3:25])=[CH:21][C:22]=3[N:23]=2)=[O:26])=[N:6][CH:5]=1.[OH2:1].[Na+:2], predict the reactants needed to synthesize it. (2) The reactants are: [CH2:1]1[C:3]2([CH2:8][CH2:7][CH2:6][CH2:5][CH:4]2[CH:9]=[N:10][OH:11])[CH2:2]1.[Cl:12]N1C(=O)CCC1=O. Given the product [OH:11][N:10]=[C:9]([Cl:12])[CH:4]1[CH2:5][CH2:6][CH2:7][CH2:8][C:3]21[CH2:2][CH2:1]2, predict the reactants needed to synthesize it. (3) Given the product [C:1]([C:5]([C:8]([O:11][C:12]([C:18]([O:21][C:22]([C:28]([O:39][CH2:38][CH:36]([O:35][CH2:34][CH2:33][CH2:32][O:31][C:28]([C:22]([O:21][C:18]([C:12]([O:11][C:8]([C:5]([C:1]([F:2])([F:3])[F:4])([F:6])[F:7])([F:9])[F:10])([C:14]([F:15])([F:17])[F:16])[F:13])([F:20])[F:19])([C:24]([F:27])([F:26])[F:25])[F:23])=[O:29])[CH3:37])=[O:29])([C:24]([F:25])([F:26])[F:27])[F:23])([F:19])[F:20])([C:14]([F:17])([F:16])[F:15])[F:13])([F:9])[F:10])([F:6])[F:7])([F:4])([F:2])[F:3], predict the reactants needed to synthesize it. The reactants are: [C:1]([C:5]([C:8]([O:11][C:12]([C:18]([O:21][C:22]([C:28](F)=[O:29])([C:24]([F:27])([F:26])[F:25])[F:23])([F:20])[F:19])([C:14]([F:17])([F:16])[F:15])[F:13])([F:10])[F:9])([F:7])[F:6])([F:4])([F:3])[F:2].[OH:31][CH2:32][CH2:33][CH2:34][O:35][CH:36]([CH2:38][OH:39])[CH3:37]. (4) Given the product [CH3:77][CH2:78][CH2:79][CH2:80][C:81]1[N:85]([CH2:86][C:87]2[CH:92]=[CH:91][C:90]([C:93]3[CH:94]=[CH:95][CH:96]=[CH:97][C:98]=3[C:99]3[N:103]=[N:102][NH:101][N:100]=3)=[CH:89][CH:88]=2)[C:84]([CH2:104][OH:105])=[C:83]([Cl:106])[N:82]=1.[CH3:1][CH2:2][C@@H:3]([C@H:5]([NH:26][C:27]([C@@H:29]([NH:38][C:39]([C@@H:41]([NH:45][C:46]([C@@H:48]([NH:56][C:57]([C@@H:59]([NH2:64])[CH2:60][C:61]([OH:63])=[O:62])=[O:58])[CH2:49][CH2:50][CH2:51][N:52]=[C:53]([NH2:55])[NH2:54])=[O:47])[CH:42]([CH3:44])[CH3:43])=[O:40])[CH2:30][C:31]1[CH:32]=[CH:33][C:34]([OH:37])=[CH:35][CH:36]=1)=[O:28])[C:6]([NH:8][C@H:9]([C:16]([N:18]1[C@H:22]([C:23]([OH:25])=[O:24])[CH2:21][CH2:20][CH2:19]1)=[O:17])[CH2:10][C:11]1[NH:15][CH:14]=[N:13][CH:12]=1)=[O:7])[CH3:4].[NH2:65][C@H:66]([C:74]([OH:76])=[O:75])[CH2:67][CH2:68][CH2:69][NH:70][C:71](=[NH:72])[NH2:73], predict the reactants needed to synthesize it. The reactants are: [CH3:1][CH2:2][C@@H:3]([C@H:5]([NH:26][C:27]([C@@H:29]([NH:38][C:39]([C@@H:41]([NH:45][C:46]([C@@H:48]([NH:56][C:57]([C@@H:59]([NH2:64])[CH2:60][C:61]([OH:63])=[O:62])=[O:58])[CH2:49][CH2:50][CH2:51][N:52]=[C:53]([NH2:55])[NH2:54])=[O:47])[CH:42]([CH3:44])[CH3:43])=[O:40])[CH2:30][C:31]1[CH:36]=[CH:35][C:34]([OH:37])=[CH:33][CH:32]=1)=[O:28])[C:6]([NH:8][C@H:9]([C:16]([N:18]1[C@H:22]([C:23]([OH:25])=[O:24])[CH2:21][CH2:20][CH2:19]1)=[O:17])[CH2:10][C:11]1[NH:15][CH:14]=[N:13][CH:12]=1)=[O:7])[CH3:4].[NH2:65][C@H:66]([C:74]([OH:76])=[O:75])[CH2:67][CH2:68][CH2:69][NH:70][C:71](=[NH:73])[NH2:72].[CH3:77][CH2:78][CH2:79][CH2:80][C:81]1[N:85]([CH2:86][C:87]2[CH:88]=[CH:89][C:90]([C:93]3[CH:94]=[CH:95][CH:96]=[CH:97][C:98]=3[C:99]3[N:103]=[N:102][NH:101][N:100]=3)=[CH:91][CH:92]=2)[C:84]([CH2:104][OH:105])=[C:83]([Cl:106])[N:82]=1. (5) Given the product [CH2:1]([O:3][C:4]([N:6]1[CH2:7][CH2:8][N:9]([CH2:19][CH2:20][CH2:21][Cl:22])[CH2:10][CH2:11]1)=[O:5])[CH3:2], predict the reactants needed to synthesize it. The reactants are: [CH2:1]([O:3][C:4]([N:6]1[CH2:11][CH2:10][NH:9][CH2:8][CH2:7]1)=[O:5])[CH3:2].C([O-])([O-])=O.[K+].[K+].Br[CH2:19][CH2:20][CH2:21][Cl:22].